From a dataset of Rat liver microsome stability data. Regression/Classification. Given a drug SMILES string, predict its absorption, distribution, metabolism, or excretion properties. Task type varies by dataset: regression for continuous measurements (e.g., permeability, clearance, half-life) or binary classification for categorical outcomes (e.g., BBB penetration, CYP inhibition). Dataset: rlm. (1) The drug is Clc1ccc2ncc(-c3cccc(NC4CCNCC4)n3)n2c1. The result is 0 (unstable in rat liver microsomes). (2) The compound is O=C(NCCCCN1CCN(c2cccc(Cl)c2Cl)CC1)Oc1cccc2ccccc12. The result is 0 (unstable in rat liver microsomes).